From a dataset of Reaction yield outcomes from USPTO patents with 853,638 reactions. Predict the reaction yield, written as a fraction of the theoretical maximum amount of product (1.0 means a 100% yield; for example, 0.34 means a 34% yield). (1) The reactants are [NH2:1][C:2]1[CH:10]=[CH:9][CH:8]=[C:7]2[C:3]=1[C:4](=[O:20])[N:5]([CH:12]1[CH2:17][CH2:16][C:15](=[O:18])[NH:14][C:13]1=[O:19])[C:6]2=[O:11].[F:21][C:22]1[CH:30]=[CH:29][C:25]([C:26](Cl)=[O:27])=[CH:24][CH:23]=1.CO. The catalyst is C1COCC1. The product is [O:19]=[C:13]1[CH:12]([N:5]2[C:4](=[O:20])[C:3]3[C:7](=[CH:8][CH:9]=[CH:10][C:2]=3[NH:1][C:26](=[O:27])[C:25]3[CH:29]=[CH:30][C:22]([F:21])=[CH:23][CH:24]=3)[C:6]2=[O:11])[CH2:17][CH2:16][C:15](=[O:18])[NH:14]1. The yield is 0.770. (2) The reactants are [O:1]1[CH2:5][CH2:4][CH:3]([CH2:6][C:7]([OH:9])=[O:8])[CH2:2]1.S(=O)(=O)(O)O.[CH3:15]O. The catalyst is CCOCC. The product is [O:1]1[CH2:5][CH2:4][CH:3]([CH2:6][C:7]([O:9][CH3:15])=[O:8])[CH2:2]1. The yield is 0.680.